From a dataset of Forward reaction prediction with 1.9M reactions from USPTO patents (1976-2016). Predict the product of the given reaction. (1) The product is: [CH2:1]([N:2]1[CH2:7][CH2:6][CH:5]([N:8]([C:22]2[CH:23]=[CH:24][CH:25]=[CH:26][CH:27]=2)[C:9]2[CH:21]=[CH:20][C:12]([C:13]([N:15]([CH2:18][CH3:19])[CH2:16][CH3:17])=[O:14])=[CH:11][CH:10]=2)[CH:4]([CH3:28])[CH2:3]1)[CH:33]=[CH2:34]. Given the reactants [CH3:1][N:2]1[CH2:7][CH2:6][CH:5]([N:8]([C:22]2[CH:27]=[CH:26][CH:25]=[CH:24][CH:23]=2)[C:9]2[CH:21]=[CH:20][C:12]([C:13]([N:15]([CH2:18][CH3:19])[CH2:16][CH3:17])=[O:14])=[CH:11][CH:10]=2)[CH:4]([CH3:28])[CH2:3]1.ClC(O[C:33]1C=CC=C[CH:34]=1)=O.[OH-].[Na+].C(C1C=C(OC)C=C(C(C)(C)C)C=1C1C=C(N(C2C=CC=CC=2)C2CCN(C)CC2C)C=CC=1C([O-])=O)(C)(C)C.C(Br)C=C.C([O-])([O-])=O.[K+].[K+], predict the reaction product. (2) The product is: [C:1]([O:5][C:6]([N:8]1[CH:12]([CH2:13][F:14])[CH:11]([C:15]2[CH:20]=[CH:19][C:18]([C:33]3[CH:34]=[N:35][C:36]([C:39]#[N:40])=[N:37][CH:38]=3)=[CH:17][CH:16]=2)[O:10][C:9]1([CH3:31])[CH3:30])=[O:7])([CH3:2])([CH3:3])[CH3:4]. Given the reactants [C:1]([O:5][C:6]([N:8]1[CH:12]([CH2:13][F:14])[CH:11]([C:15]2[CH:20]=[CH:19][C:18](B3OC(C)(C)C(C)(C)O3)=[CH:17][CH:16]=2)[O:10][C:9]1([CH3:31])[CH3:30])=[O:7])([CH3:4])([CH3:3])[CH3:2].Br[C:33]1[CH:34]=[N:35][C:36]([C:39]#[N:40])=[N:37][CH:38]=1.C([O-])([O-])=O.[Na+].[Na+], predict the reaction product. (3) Given the reactants [C:1]([O:5][C:6]([NH:8][CH2:9][C@H:10]1[CH2:15][CH2:14][C@H:13]([C:16]([NH:18][C@H:19]([C:38]([NH:40][C:41]2[CH:46]=[CH:45][C:44]([C:47]3[NH:48][C:49]([Cl:52])=[N:50][N:51]=3)=[CH:43][CH:42]=2)=[O:39])[CH2:20][C:21]2[CH:26]=[CH:25][C:24]([C:27]3[CH:32]=[CH:31][C:30]([C:33]([O:35]C)=[O:34])=[CH:29][C:28]=3[CH3:37])=[CH:23][CH:22]=2)=[O:17])[CH2:12][CH2:11]1)=[O:7])([CH3:4])([CH3:3])[CH3:2].[OH-].[Li+].C(O)(=O)C.C(#N)C, predict the reaction product. The product is: [C:1]([O:5][C:6]([NH:8][CH2:9][C@H:10]1[CH2:11][CH2:12][C@H:13]([C:16]([NH:18][C@H:19]([C:38]([NH:40][C:41]2[CH:46]=[CH:45][C:44]([C:47]3[NH:48][C:49]([Cl:52])=[N:50][N:51]=3)=[CH:43][CH:42]=2)=[O:39])[CH2:20][C:21]2[CH:22]=[CH:23][C:24]([C:27]3[CH:32]=[CH:31][C:30]([C:33]([OH:35])=[O:34])=[CH:29][C:28]=3[CH3:37])=[CH:25][CH:26]=2)=[O:17])[CH2:14][CH2:15]1)=[O:7])([CH3:4])([CH3:2])[CH3:3]. (4) Given the reactants [CH:1]1([CH2:7][CH2:8][CH2:9][C@@H:10]([C:15]2[O:19][N:18]=[C:17]([C:20]([N:22]3[CH2:27][CH2:26][CH:25]([C:28]4[CH:33]=[CH:32][N:31]=[CH:30][CH:29]=4)[CH2:24][CH2:23]3)=[O:21])[N:16]=2)[CH2:11][C:12](O)=[O:13])[CH2:6][CH2:5][CH2:4][CH2:3][CH2:2]1.CN1CCOCC1.ClC(OCC(C)C)=O.Cl.[NH2:50][OH:51], predict the reaction product. The product is: [CH:1]1([CH2:7][CH2:8][CH2:9][C@@H:10]([C:15]2[O:19][N:18]=[C:17]([C:20]([N:22]3[CH2:27][CH2:26][CH:25]([C:28]4[CH:29]=[CH:30][N:31]=[CH:32][CH:33]=4)[CH2:24][CH2:23]3)=[O:21])[N:16]=2)[CH2:11][C:12]([NH:50][OH:51])=[O:13])[CH2:6][CH2:5][CH2:4][CH2:3][CH2:2]1. (5) Given the reactants [NH2:1][C:2]1[CH:3]=[C:4]([NH:8][C:9]2[CH:14]=[CH:13][C:12]([C:15]3[CH:20]=[CH:19][C:18]([F:21])=[CH:17][CH:16]=3)=[CH:11][C:10]=2[NH2:22])[CH:5]=[CH:6][CH:7]=1.[CH3:23]OC(OC)OC, predict the reaction product. The product is: [F:21][C:18]1[CH:19]=[CH:20][C:15]([C:12]2[CH:13]=[CH:14][C:9]3[N:8]([C:4]4[CH:3]=[C:2]([NH2:1])[CH:7]=[CH:6][CH:5]=4)[CH:23]=[N:22][C:10]=3[CH:11]=2)=[CH:16][CH:17]=1. (6) Given the reactants [H-].[Na+].[N+:3]([CH:6]([CH3:8])[CH3:7])([O-:5])=[O:4].F[B-](F)(F)F.[CH3:14][C:15]1[CH:45]=[CH:44][C:18](C[N+]2[C:14]([C:15]3[CH:45]=[CH:44][CH:18]=[CH:17][CH:16]=3)=C[C:14]([C:15]3[CH:45]=[CH:44][CH:18]=[CH:17][CH:16]=3)=C[C:14]=2[C:15]2[CH:45]=[CH:44][CH:18]=[CH:17][CH:16]=2)=[CH:17][CH:16]=1.[Na].[CH3:47]S(C)=O, predict the reaction product. The product is: [CH3:14][C:15]1[CH:45]=[CH:44][C:18]([CH2:7][C:6]([CH3:47])([N+:3]([O-:5])=[O:4])[CH3:8])=[CH:17][CH:16]=1. (7) Given the reactants [Cl:1][C:2]1[C:3](=[O:29])[N:4]([C:19]2[CH:20]=[C:21]([CH:25]=[CH:26][C:27]=2[F:28])[C:22]([NH2:24])=O)[C:5]([CH3:18])=[CH:6][C:7]=1[O:8][CH2:9][C:10]1[CH:15]=[CH:14][C:13]([F:16])=[CH:12][C:11]=1[F:17], predict the reaction product. The product is: [ClH:1].[NH2:24][CH2:22][C:21]1[CH:25]=[CH:26][C:27]([F:28])=[C:19]([N:4]2[C:5]([CH3:18])=[CH:6][C:7]([O:8][CH2:9][C:10]3[CH:15]=[CH:14][C:13]([F:16])=[CH:12][C:11]=3[F:17])=[C:2]([Cl:1])[C:3]2=[O:29])[CH:20]=1.